Dataset: Reaction yield outcomes from USPTO patents with 853,638 reactions. Task: Predict the reaction yield, written as a fraction of the theoretical maximum amount of product (1.0 means a 100% yield; for example, 0.34 means a 34% yield). (1) The product is [CH3:19][NH:18][C:17](=[O:51])[C:14]1[CH:15]=[CH:16][C:11]([C:10]2[C:4]3[C:5](=[N:6][CH:7]=[C:2]([C:39]4[CH:38]=[C:37]([O:36][CH3:35])[C:42]([O:43][CH3:44])=[C:41]([O:45][CH3:46])[CH:40]=4)[CH:3]=3)[NH:8][CH:9]=2)=[CH:12][CH:13]=1. The yield is 0.470. The catalyst is CC#N.Cl[Pd](Cl)([P](C1C=CC=CC=1)(C1C=CC=CC=1)C1C=CC=CC=1)[P](C1C=CC=CC=1)(C1C=CC=CC=1)C1C=CC=CC=1. The reactants are Br[C:2]1[CH:3]=[C:4]2[C:10]([C:11]3[CH:16]=[CH:15][C:14]([CH2:17][N:18]4CCN(C)C[CH2:19]4)=[CH:13][CH:12]=3)=[CH:9][N:8](S(C3C=CC(C)=CC=3)(=O)=O)[C:5]2=[N:6][CH:7]=1.[CH3:35][O:36][C:37]1[CH:38]=[C:39](B(O)O)[CH:40]=[C:41]([O:45][CH3:46])[C:42]=1[O:43][CH3:44].C([O-])([O-])=[O:51].[Na+].[Na+].O. (2) The reactants are [CH3:1][O:2][C:3]1[C:8]2[CH:9]=[C:10]([C:12](=O)[CH3:13])[O:11][C:7]=2[CH:6]=[C:5]([O:15][CH3:16])[CH:4]=1.[CH3:17][O:18][C:19]1[CH:20]=[C:21]2[C:25](=[CH:26][CH:27]=1)[NH:24][C:23](=[O:28])[C:22]2=O.[OH-:30].[K+].O. The catalyst is C(OCC)(=O)C.C(O)CCC.C(OCC)(=O)C.C(O)(=O)C. The product is [CH3:1][O:2][C:3]1[C:8]2[CH:9]=[C:10]([C:12]3[CH:13]=[C:22]([C:23]([OH:28])=[O:30])[C:21]4[C:25](=[CH:26][CH:27]=[C:19]([O:18][CH3:17])[CH:20]=4)[N:24]=3)[O:11][C:7]=2[CH:6]=[C:5]([O:15][CH3:16])[CH:4]=1. The yield is 0.780. (3) The reactants are [CH2:1]([O:3][C:4](=[O:15])[C@:5]([CH2:12][C:13]#[N:14])([CH2:9][CH2:10][CH3:11])[C:6](O)=[O:7])[CH3:2].CN1CCOCC1.[BH4-].[Na+].CO. The catalyst is C1COCC1.C(O)(=O)C. The product is [CH2:1]([O:3][C:4](=[O:15])[C@@:5]([CH2:12][C:13]#[N:14])([CH2:6][OH:7])[CH2:9][CH2:10][CH3:11])[CH3:2]. The yield is 0.730. (4) The reactants are CS(O[CH:6]1[CH2:9][N:8]([C:10]2[S:11][CH:12]=[C:13]([CH2:15][NH:16][C:17]([O:19][CH2:20][C:21]3[CH:26]=[CH:25][C:24]([N+:27]([O-:29])=[O:28])=[CH:23][CH:22]=3)=[O:18])[N:14]=2)[CH2:7]1)(=O)=O.[C:30]([O-:33])(=[S:32])[CH3:31].[K+]. The catalyst is CN(C)C=O. The product is [C:30]([S:32][CH:6]1[CH2:7][N:8]([C:10]2[S:11][CH:12]=[C:13]([CH2:15][NH:16][C:17]([O:19][CH2:20][C:21]3[CH:26]=[CH:25][C:24]([N+:27]([O-:29])=[O:28])=[CH:23][CH:22]=3)=[O:18])[N:14]=2)[CH2:9]1)(=[O:33])[CH3:31]. The yield is 0.560. (5) The reactants are Br[C:2]1[CH:7]=[CH:6][C:5]([C:8]2[N:17]=[C:16]([NH:18][C:19]3[NH:20][N:21]=[C:22]([CH3:24])[CH:23]=3)[C:15]3[C:10](=[CH:11][CH:12]=[CH:13][CH:14]=3)[N:9]=2)=[CH:4][CH:3]=1.[C:25]1(B(O)O)[CH:30]=[CH:29][CH:28]=[CH:27][CH:26]=1.C([O-])([O-])=O.[Na+].[Na+].C1(P(C2C=CC=CC=2)C2C=CC=CC=2)C=CC=CC=1. The catalyst is C1COCC1.O.C([O-])(=O)C.[Pd+2].C([O-])(=O)C. The product is [C:2]1([C:25]2[CH:30]=[CH:29][CH:28]=[CH:27][CH:26]=2)[CH:7]=[CH:6][C:5]([C:8]2[N:17]=[C:16]([NH:18][C:19]3[NH:20][N:21]=[C:22]([CH3:24])[CH:23]=3)[C:15]3[C:10](=[CH:11][CH:12]=[CH:13][CH:14]=3)[N:9]=2)=[CH:4][CH:3]=1. The yield is 0.510. (6) The reactants are Br[C:2]1[C:10]([O:11][CH3:12])=[C:9]([C:13]([CH3:16])([CH3:15])[CH3:14])[CH:8]=[C:7]2[C:3]=1[CH2:4][CH:5]([CH3:18])[C:6]2=[O:17].[C:19]([C:23]1[CH:24]=[C:25](B(O)O)[CH:26]=[C:27]([C:29]([CH3:32])([CH3:31])[CH3:30])[CH:28]=1)([CH3:22])([CH3:21])[CH3:20].C([O-])([O-])=O.[Na+].[Na+].C1C=CC(P(C2C=CC=CC=2)C2C=CC=CC=2)=CC=1. The catalyst is CC([O-])=O.CC([O-])=O.[Pd+2].COCCOC.O. The product is [C:13]([C:9]1[CH:8]=[C:7]2[C:3]([CH2:4][CH:5]([CH3:18])[C:6]2=[O:17])=[C:2]([C:25]2[CH:24]=[C:23]([C:19]([CH3:21])([CH3:20])[CH3:22])[CH:28]=[C:27]([C:29]([CH3:32])([CH3:31])[CH3:30])[CH:26]=2)[C:10]=1[O:11][CH3:12])([CH3:16])([CH3:15])[CH3:14]. The yield is 0.430.